Dataset: Full USPTO retrosynthesis dataset with 1.9M reactions from patents (1976-2016). Task: Predict the reactants needed to synthesize the given product. (1) Given the product [OH:39][C:37]1[CH:38]=[C:33]([NH:32][CH:2]=[C:3]2[C:11]3[C:6](=[CH:7][C:8]([C:12]([C:14]4[CH:15]=[C:16]([NH:20][C:21]([C:23]5[N:24]([CH2:29][CH3:30])[N:25]=[C:26]([CH3:28])[CH:27]=5)=[O:22])[CH:17]=[CH:18][CH:19]=4)=[O:13])=[CH:9][CH:10]=3)[NH:5][C:4]2=[O:31])[CH:34]=[CH:35][C:36]=1[CH3:40], predict the reactants needed to synthesize it. The reactants are: O[CH:2]=[C:3]1[C:11]2[C:6](=[CH:7][C:8]([C:12]([C:14]3[CH:15]=[C:16]([NH:20][C:21]([C:23]4[N:24]([CH2:29][CH3:30])[N:25]=[C:26]([CH3:28])[CH:27]=4)=[O:22])[CH:17]=[CH:18][CH:19]=3)=[O:13])=[CH:9][CH:10]=2)[NH:5][C:4]1=[O:31].[NH2:32][C:33]1[CH:34]=[CH:35][C:36]([CH3:40])=[C:37]([OH:39])[CH:38]=1. (2) Given the product [CH3:17][C:15]1[CH:14]=[CH:13][CH:12]=[C:11]2[C:16]=1[N:7]([CH2:6][CH:2]=[O:1])[C:8](=[O:18])[CH:9]=[CH:10]2, predict the reactants needed to synthesize it. The reactants are: [O:1]1CCO[CH:2]1[CH2:6][N:7]1[C:16]2[C:11](=[CH:12][CH:13]=[CH:14][C:15]=2[CH3:17])[CH:10]=[CH:9][C:8]1=[O:18].FC(F)(F)C(O)=O.